This data is from NCI-60 drug combinations with 297,098 pairs across 59 cell lines. The task is: Regression. Given two drug SMILES strings and cell line genomic features, predict the synergy score measuring deviation from expected non-interaction effect. Drug 1: C1=NC2=C(N1)C(=S)N=CN2. Drug 2: C1CN(CCN1C(=O)CCBr)C(=O)CCBr. Cell line: SK-MEL-28. Synergy scores: CSS=18.1, Synergy_ZIP=-6.92, Synergy_Bliss=-0.632, Synergy_Loewe=0.309, Synergy_HSA=1.20.